Dataset: Catalyst prediction with 721,799 reactions and 888 catalyst types from USPTO. Task: Predict which catalyst facilitates the given reaction. (1) Reactant: C([O:3][C:4]([C:6]1([S:11]([C:14]2[CH:19]=[CH:18][C:17]([O:20][CH3:21])=[CH:16][CH:15]=2)(=[O:13])=[O:12])[CH2:10][CH2:9][CH2:8][CH2:7]1)=[O:5])C. Product: [CH3:21][O:20][C:17]1[CH:18]=[CH:19][C:14]([S:11]([C:6]2([C:4]([OH:5])=[O:3])[CH2:10][CH2:9][CH2:8][CH2:7]2)(=[O:13])=[O:12])=[CH:15][CH:16]=1. The catalyst class is: 273. (2) Reactant: Cl[CH2:2][C:3](Cl)=[O:4].[Cl:6][C:7]1[CH:8]=[C:9]([NH:22][C:23]2[C:32]3[C:27](=[CH:28][CH:29]=[C:30]([O:33][CH:34]4[CH2:39][CH2:38][NH:37][CH2:36][CH2:35]4)[CH:31]=3)[N:26]=[CH:25][N:24]=2)[CH:10]=[CH:11][C:12]=1[O:13][CH2:14][C:15]1[CH:20]=[CH:19][CH:18]=[C:17]([F:21])[CH:16]=1.[CH:40]([N:43](CC)[CH:44](C)C)(C)C.CNC.O1CCOCC1. Product: [Cl:6][C:7]1[CH:8]=[C:9]([NH:22][C:23]2[C:32]3[C:27](=[CH:28][CH:29]=[C:30]([O:33][CH:34]4[CH2:35][CH2:36][N:37]([C:3](=[O:4])[CH2:2][N:43]([CH3:44])[CH3:40])[CH2:38][CH2:39]4)[CH:31]=3)[N:26]=[CH:25][N:24]=2)[CH:10]=[CH:11][C:12]=1[O:13][CH2:14][C:15]1[CH:20]=[CH:19][CH:18]=[C:17]([F:21])[CH:16]=1. The catalyst class is: 4. (3) Reactant: [C:1]([O:5][C:6]([N:8]1[CH2:13][CH2:12][CH:11]([O:14][C:15]2[CH:16]=[N:17][C:18]([N+:21]([O-])=O)=[CH:19][CH:20]=2)[CH2:10][CH2:9]1)=[O:7])([CH3:4])([CH3:3])[CH3:2]. Product: [C:1]([O:5][C:6]([N:8]1[CH2:13][CH2:12][CH:11]([O:14][C:15]2[CH:16]=[N:17][C:18]([NH2:21])=[CH:19][CH:20]=2)[CH2:10][CH2:9]1)=[O:7])([CH3:4])([CH3:2])[CH3:3]. The catalyst class is: 304.